This data is from Blood-brain barrier permeability classification from the B3DB database. The task is: Regression/Classification. Given a drug SMILES string, predict its absorption, distribution, metabolism, or excretion properties. Task type varies by dataset: regression for continuous measurements (e.g., permeability, clearance, half-life) or binary classification for categorical outcomes (e.g., BBB penetration, CYP inhibition). Dataset: b3db_classification. (1) The molecule is CCCCC1=NC2(CCCC2)C(=O)N1Cc1ccc(-c2ccccc2-c2nn[nH]n2)cc1. The result is 0 (does not penetrate BBB). (2) The compound is Nc1nc(NC2CC2)c2ncn([C@H]3C=C[C@@H](CO)C3)c2n1. The result is 1 (penetrates BBB). (3) The compound is CN1C2CCC1CC(OC(=O)C(C)(CO)c1ccccc1)C2. The result is 1 (penetrates BBB). (4) The compound is CCOC(=O)[C@H](CCc1ccccc1)N[C@@H]1CCCN2CCC[C@@H](C(=O)O)N2C1=O. The result is 1 (penetrates BBB). (5) The molecule is CCC[C@@H]1C[C@@H](C(=O)NC(C(C)Cl)[C@H]2O[C@H](SC)[C@H](O)[C@@H](O)[C@H]2O)N(C)C1. The result is 0 (does not penetrate BBB). (6) The molecule is COc1ccc([C@H]2[C@H](S(=O)(=O)c3ccc(Cl)cc3)[C@]2(C=O)NC(=O)OC(C)(C)C)cc1. The result is 1 (penetrates BBB). (7) The compound is CNC(C)C(=O)c1ccc(OC)cc1. The result is 0 (does not penetrate BBB).